Dataset: Reaction yield outcomes from USPTO patents with 853,638 reactions. Task: Predict the reaction yield, written as a fraction of the theoretical maximum amount of product (1.0 means a 100% yield; for example, 0.34 means a 34% yield). The reactants are [NH2:1][CH2:2][CH2:3][O:4][C:5]1[CH:10]=[CH:9][C:8]([C:11]2[N:12]([CH2:24][CH3:25])[C:13]3[C:18]([C:19]=2[C:20]#[N:21])=[CH:17][CH:16]=[C:15]([O:22][CH3:23])[CH:14]=3)=[CH:7][CH:6]=1.CCN(CC)CC.[C:33](Cl)(=[O:35])[CH3:34]. The catalyst is C1COCC1. The product is [C:20]([C:19]1[C:18]2[C:13](=[CH:14][C:15]([O:22][CH3:23])=[CH:16][CH:17]=2)[N:12]([CH2:24][CH3:25])[C:11]=1[C:8]1[CH:9]=[CH:10][C:5]([O:4][CH2:3][CH2:2][NH:1][C:33](=[O:35])[CH3:34])=[CH:6][CH:7]=1)#[N:21]. The yield is 0.970.